From a dataset of Peptide-MHC class I binding affinity with 185,985 pairs from IEDB/IMGT. Regression. Given a peptide amino acid sequence and an MHC pseudo amino acid sequence, predict their binding affinity value. This is MHC class I binding data. (1) The peptide sequence is EGPQREPWDEW. The MHC is Mamu-A01 with pseudo-sequence Mamu-A01. The binding affinity (normalized) is 0. (2) The MHC is Patr-A0901 with pseudo-sequence Patr-A0901. The binding affinity (normalized) is 0.0732. The peptide sequence is DWKVCQRIV. (3) The binding affinity (normalized) is 0.0990. The MHC is H-2-Db with pseudo-sequence H-2-Db. The peptide sequence is AKYAFDPM. (4) The MHC is HLA-A03:02 with pseudo-sequence HLA-A03:02. The binding affinity (normalized) is 0.362. The peptide sequence is DLFVVYRDS. (5) The peptide sequence is MTRGLLGSY. The MHC is HLA-A02:01 with pseudo-sequence HLA-A02:01. The binding affinity (normalized) is 0.0847.